The task is: Predict the reactants needed to synthesize the given product.. This data is from Full USPTO retrosynthesis dataset with 1.9M reactions from patents (1976-2016). Given the product [CH3:4][O:5][C:6]1[CH:11]=[CH:10][C:9]([CH:12]2[C:18]([C:20]3[CH:25]=[CH:24][C:23]([O:26][CH3:27])=[CH:22][CH:21]=3)=[N:3][NH:2][C:14](=[O:15])[CH:13]2[OH:17])=[CH:8][CH:7]=1, predict the reactants needed to synthesize it. The reactants are: O.[NH2:2][NH2:3].[CH3:4][O:5][C:6]1[CH:11]=[CH:10][C:9]([CH:12]([C:18]([C:20]2[CH:25]=[CH:24][C:23]([O:26][CH3:27])=[CH:22][CH:21]=2)=O)[CH:13]([OH:17])[C:14](O)=[O:15])=[CH:8][CH:7]=1.